From a dataset of Forward reaction prediction with 1.9M reactions from USPTO patents (1976-2016). Predict the product of the given reaction. (1) Given the reactants [NH2:1][C:2]1[C:7]([N+:8]([O-])=O)=[C:6]([N:11]2[CH2:16][CH2:15][N:14]([CH2:17][C:18]([NH:20][C:21]3[S:22][CH:23]=[CH:24][N:25]=3)=[O:19])[CH2:13][CH2:12]2)[C:5]([Cl:26])=[CH:4][N:3]=1.CCO.[O:30]1[C:35]2[CH:36]=[CH:37][C:38]([CH:40]=O)=[CH:39][C:34]=2[O:33][CH2:32][CH2:31]1.[O-]S(S([O-])=O)=O.[Na+].[Na+], predict the reaction product. The product is: [Cl:26][C:5]1[C:6]([N:11]2[CH2:16][CH2:15][N:14]([CH2:17][C:18]([NH:20][C:21]3[S:22][CH:23]=[CH:24][N:25]=3)=[O:19])[CH2:13][CH2:12]2)=[C:7]2[N:8]=[C:40]([C:38]3[CH:37]=[CH:36][C:35]4[O:30][CH2:31][CH2:32][O:33][C:34]=4[CH:39]=3)[NH:1][C:2]2=[N:3][CH:4]=1. (2) Given the reactants N(C(OCC)=O)=NC(OCC)=O.C1(P(C2C=CC=CC=2)C2C=CC=CC=2)C=CC=CC=1.[S-:32][C:33]#[N:34].[NH4+].[F:36][C:37]([F:62])([F:61])[C:38]1[CH:39]=[CH:40][C:41]([O:44][C:45]2[CH:50]=[CH:49][C:48]([O:51][C:52]([N:54]3[CH2:59][CH2:58][CH:57](O)[CH2:56][CH2:55]3)=[O:53])=[CH:47][CH:46]=2)=[N:42][CH:43]=1, predict the reaction product. The product is: [F:62][C:37]([F:36])([F:61])[C:38]1[CH:39]=[CH:40][C:41]([O:44][C:45]2[CH:46]=[CH:47][C:48]([O:51][C:52]([N:54]3[CH2:59][CH2:58][CH:57]([S:32][C:33]#[N:34])[CH2:56][CH2:55]3)=[O:53])=[CH:49][CH:50]=2)=[N:42][CH:43]=1. (3) The product is: [F:1][C:2]1[CH:3]=[C:4]([C@@H:9]2[CH2:10][N:11]([CH:32]([CH2:33][O:35][CH3:36])[CH2:37][OH:38])[CH2:12][C@H:13]2[NH:14][C:15]([NH:17][C:18]2[N:22]([C:23]3[CH:24]=[CH:25][CH:26]=[CH:27][CH:28]=3)[N:21]=[C:20]3[CH2:29][CH2:30][CH2:31][C:19]=23)=[O:16])[CH:5]=[CH:6][C:7]=1[F:8]. Given the reactants [F:1][C:2]1[CH:3]=[C:4]([C@H:9]2[C@H:13]([NH:14][C:15]([NH:17][C:18]3[N:22]([C:23]4[CH:28]=[CH:27][CH:26]=[CH:25][CH:24]=4)[N:21]=[C:20]4[CH2:29][CH2:30][CH2:31][C:19]=34)=[O:16])[CH2:12][N:11]([CH:32]([CH2:37][O:38]C)[C:33]([O:35][CH3:36])=O)[CH2:10]2)[CH:5]=[CH:6][C:7]=1[F:8].[H-].[H-].[H-].[H-].[Li+].[Al+3].O.O.O.O.O.O.O.O.O.O.S([O-])([O-])(=O)=O.[Na+].[Na+], predict the reaction product. (4) Given the reactants C(O[C:6]([N:8]1[CH2:12][C:11](=[N:13][O:14][CH2:15][CH3:16])[CH2:10][C@H:9]1[C:17]([OH:19])=O)=[O:7])(C)(C)C.[O:20]([C:27]1[CH:35]=[CH:34][C:30](C(Cl)=O)=[CH:29][CH:28]=1)[C:21]1[CH:26]=[CH:25][CH:24]=[CH:23][CH:22]=1.[CH2:36]([N:38]1[C:50]2[CH:49]=[CH:48][C:47]([NH2:51])=[CH:46][C:45]=2[C:44]2[C:39]1=[CH:40][CH:41]=[CH:42][CH:43]=2)[CH3:37], predict the reaction product. The product is: [CH2:15]([O:14][N:13]=[C:11]1[CH2:12][N:8]([C:6](=[O:7])[C:30]2[CH:29]=[CH:28][C:27]([O:20][C:21]3[CH:22]=[CH:23][CH:24]=[CH:25][CH:26]=3)=[CH:35][CH:34]=2)[C@H:9]([C:17]([NH:51][C:47]2[CH:48]=[CH:49][C:50]3[N:38]([CH2:36][CH3:37])[C:39]4[C:44]([C:45]=3[CH:46]=2)=[CH:43][CH:42]=[CH:41][CH:40]=4)=[O:19])[CH2:10]1)[CH3:16]. (5) Given the reactants [Cl:1][C:2]1[CH:18]=[CH:17][C:5]2[CH2:6][CH2:7][N:8]([C:11](=[O:16])[C:12]([F:15])([F:14])[F:13])[CH2:9][CH2:10][C:4]=2[C:3]=1OS(C(F)(F)F)(=O)=O.[CH:27]1([CH2:30][NH:31][C:32]2[N:37]=[CH:36][N:35]=[C:34]([C:38]3[CH:45]=[CH:44][C:41]([CH2:42][NH2:43])=[CH:40][CH:39]=3)[CH:33]=2)[CH2:29][CH2:28]1, predict the reaction product. The product is: [Cl:1][C:2]1[CH:18]=[CH:17][C:5]2[CH2:6][CH2:7][N:8]([C:11](=[O:16])[C:12]([F:15])([F:14])[F:13])[CH2:9][CH2:10][C:4]=2[C:3]=1[NH:43][CH2:42][C:41]1[CH:40]=[CH:39][C:38]([C:34]2[CH:33]=[C:32]([NH:31][CH2:30][CH:27]3[CH2:29][CH2:28]3)[N:37]=[CH:36][N:35]=2)=[CH:45][CH:44]=1.